This data is from Choline transporter screen with 302,306 compounds. The task is: Binary Classification. Given a drug SMILES string, predict its activity (active/inactive) in a high-throughput screening assay against a specified biological target. The drug is Clc1cc(c2onc(C(=O)NCCCN3CCOCC3)c2)ccc1Cl. The result is 0 (inactive).